Dataset: Forward reaction prediction with 1.9M reactions from USPTO patents (1976-2016). Task: Predict the product of the given reaction. (1) The product is: [Cl:17][C:18]1[CH:19]=[C:20]2[C:25](=[CH:26][CH:27]=1)[NH:24][C:23]([NH:1][CH:2]1[C:11]3[C:6](=[CH:7][CH:8]=[C:9]([C:12]#[N:13])[CH:10]=3)[O:5][C:4]([CH3:14])([CH3:15])[CH:3]1[OH:16])=[N:22][C:21]2=[O:30]. Given the reactants [NH2:1][CH:2]1[C:11]2[C:6](=[CH:7][CH:8]=[C:9]([C:12]#[N:13])[CH:10]=2)[O:5][C:4]([CH3:15])([CH3:14])[CH:3]1[OH:16].[Cl:17][C:18]1[CH:19]=[C:20]2[C:25](=[CH:26][CH:27]=1)[NH:24][C:23](OC)=[N:22][C:21]2=[O:30], predict the reaction product. (2) Given the reactants [Br:1][C:2]1[CH:10]=[C:9]2[C:5]([CH2:6][CH2:7][C:8]2([CH3:12])[CH3:11])=[CH:4][C:3]=1[O:13]C.B(Br)(Br)Br, predict the reaction product. The product is: [Br:1][C:2]1[CH:10]=[C:9]2[C:5]([CH2:6][CH2:7][C:8]2([CH3:11])[CH3:12])=[CH:4][C:3]=1[OH:13]. (3) Given the reactants [CH2:1]([N:3]([CH2:25][CH3:26])[CH2:4][C:5]#[C:6][C:7]1[S:15][C:14]2[C:9](=[N:10][CH:11]=[CH:12][C:13]=2[O:16][C:17]2[CH:23]=[CH:22][C:20]([NH2:21])=[CH:19][C:18]=2[F:24])[CH:8]=1)[CH3:2].[CH3:27][C:28](N(C)C)=[O:29], predict the reaction product. The product is: [CH2:25]([N:3]([CH2:1][CH3:2])[CH2:4][C:5]#[C:6][C:7]1[S:15][C:14]2[C:9](=[N:10][CH:11]=[CH:12][C:13]=2[O:16][C:17]2[CH:23]=[CH:22][C:20]([NH:21][C:28](=[O:29])[CH3:27])=[CH:19][C:18]=2[F:24])[CH:8]=1)[CH3:26]. (4) Given the reactants [Cl:1][C:2]1[CH:7]=[CH:6][C:5]([CH2:8][CH2:9][NH2:10])=[CH:4][CH:3]=1.O=C1CCC(=O)N1[O:18][C:19](=O)[C:20]1[CH:25]=[CH:24][C:23]([O:26][C:27](=[O:36])[N:28]([CH3:35])[C:29]2[CH:34]=[CH:33][CH:32]=[CH:31][CH:30]=2)=[CH:22][CH:21]=1, predict the reaction product. The product is: [Cl:1][C:2]1[CH:7]=[CH:6][C:5]([CH2:8][CH2:9][NH:10][C:19]([C:20]2[CH:25]=[CH:24][C:23]([O:26][C:27](=[O:36])[N:28]([CH3:35])[C:29]3[CH:30]=[CH:31][CH:32]=[CH:33][CH:34]=3)=[CH:22][CH:21]=2)=[O:18])=[CH:4][CH:3]=1.